This data is from TCR-epitope binding with 47,182 pairs between 192 epitopes and 23,139 TCRs. The task is: Binary Classification. Given a T-cell receptor sequence (or CDR3 region) and an epitope sequence, predict whether binding occurs between them. (1) The epitope is LPPAYTNSF. The TCR CDR3 sequence is CASTRGLPQETQYF. Result: 0 (the TCR does not bind to the epitope). (2) The epitope is NLDSKVGGNY. The TCR CDR3 sequence is CASSIQTGNSPLHF. Result: 0 (the TCR does not bind to the epitope). (3) The epitope is KLWAQCVQL. The TCR CDR3 sequence is CASSKVQGRTLNNFSPLHF. Result: 1 (the TCR binds to the epitope).